Task: Binary Classification. Given two protein amino acid sequences, predict whether they physically interact or not.. Dataset: Human Reference Interactome with 51,813 positive PPI pairs across 8,248 proteins, plus equal number of experimentally-validated negative pairs (1) Protein 1 (ENSG00000159189) has sequence MDVGPSSLPHLGLKLLLLLLLLPLRGQANTGCYGIPGMPGLPGAPGKDGYDGLPGPKGEPGIPAIPGIRGPKGQKGEPGLPGHPGKNGPMGPPGMPGVPGPMGIPGEPGEEGRYKQKFQSVFTVTRQTHQPPAPNSLIRFNAVLTNPQGDYDTSTGKFTCKVPGLYYFVYHASHTANLCVLLYRSGVKVVTFCGHTSKTNQVNSGGVLLRLQVGEEVWLAVNDYYDMVGIQGSDSVFSGFLLFPD*. Protein 2 (ENSG00000138030) has sequence MEEKQILCVGLVVLDVISLVDKYPKEDSEIRCLSQRWQRGGNASNSCTVLSLLGAPCAFMGSMAPGHVADFVLDDLRRYSVDLRYTVFQTTGSVPIATVIINEASGSRTILYYDRSLPDVSATDFEKVDLTQFKWIHIEGRNASEQVKMLQRIDAHNTRQPPEQKIRVSVEVEKPREELFQLFGYGDVVFVSKDVAKHLGFQSAEEALRGLYGRVRKGAVLVCAWAEEGADALGPDGKLLHSDAFPPPRVVDTLGAGDTFNASVIFSLSQGRSVQEALRFGCQVAGKKCGLQGFDGIV*M.... Result: 0 (the proteins do not interact). (2) Protein 1 (ENSG00000145861) has sequence MGKLCLGPTLCPAAAAEESRDAEPRRELLCSGRPWTWRAAARVTTMIPWVLLACALPCAADPLLGAFARRDFRKGSPQLVCSLPGPQGPPGPPGAPGPSGMMGRMGFPGKDGQDGHDGDRGDSGEEGPPGRTGNRGKPGPKGKAGAIGRAGPRGPKGVNGTPGKHGTPGKKGPKGKKGEPGLPGPCSCGSGHTKSAFSVAVTKSYPRERLPIKFDKILMNEGGHYNASSGKFVCGVPGIYYFTYDITLANKHLAIGLVHNGQYRIRTFDANTGNHDVASGSTILALKQGDEVWLQIFYSE.... Protein 2 (ENSG00000159140) has sequence MATNIEQIFRSFVVSKFREIQQELSSGRNEGQLNGETNTPIEGNQAGDAAASARSLPNEEIVQKIEEVLSGVLDTELRYKPDLKEGSRKSRCVSVQTDPTDEIPTKKSKKHKKHKNKKKKKKKEKEKKYKRQPEESESKTKSHDDGNIDLESDSFLKFDSEPSAVALELPTRAFGPSETNESPAVVLEPPVVSMEVSEPHILETLKPATKTAELSVVSTSVISEQSEQSVAVMPEPSMTKILDSFAAAPVPTTTLVLKSSEPVVTMSVEYQMKSVLKSVESTSPEPSKIMLVEPPVAKVL.... Result: 0 (the proteins do not interact). (3) Protein 1 (ENSG00000213366) has sequence MPMTLGYWNIRGLAHSIRLLLEYTDSSYEEKKYTMGDAPDYDRSQWLNEKFKLGLDFPNLPYLIDGTHKITQSNAILRYIARKHNLCGESEKEQIREDILENQFMDSRMQLAKLCYDPDFEKLKPEYLQALPEMLKLYSQFLGKQPWFLGDKITFVDFIAYDVLERNQVFEPSCLDAFPNLKDFISRFEGLEKISAYMKSSRFLPRPVFTKMAVWGNK*MPMTLGYWNIRGLAHSIRLLLEYTDSSYEEKKYTMGDAPDYDRSQWLNEKFKLGLDFPNLPYLIDGTHKITQSNAILRYIA.... Protein 2 (ENSG00000100321) has sequence MEGGAYGAGKAGGAFDPYTLVRQPHTILRVVSWLFSIVVFGSIVNEGYLNSASEGEEFCIYNRNPNACSYGVAVGVLAFLTCLLYLALDVYFPQISSVKDRKKAVLSDIGVSAWEMHS*MEGGAYGAGKAGGAFDPYTLVRQPHTILRVVSWLFSIVVFGSIVNEGYLNSASEGEEFCIYNRNPNACSYGVAVGVLAFLTCLLYLALDVYFPQISSVKDRKKAVLSDIGVSAFWAFLWFVGFCYLANQWQVSKPKDNPLNEGTDAARAAIAFSFFSIFTWSLTAALAVRRFKDLSFQEEY.... Result: 0 (the proteins do not interact).